Dataset: Full USPTO retrosynthesis dataset with 1.9M reactions from patents (1976-2016). Task: Predict the reactants needed to synthesize the given product. (1) Given the product [Br:1][C:21]1[C:16]([C:13]2[CH:12]=[CH:11][C:10]([F:9])=[CH:15][CH:14]=2)=[N:17][C:18]([OH:25])=[N:19][C:20]=1[CH:22]([CH3:23])[CH3:24], predict the reactants needed to synthesize it. The reactants are: [Br:1]N1C(=O)CCC1=O.[F:9][C:10]1[CH:15]=[CH:14][C:13]([C:16]2[CH:21]=[C:20]([CH:22]([CH3:24])[CH3:23])[N:19]=[C:18]([OH:25])[N:17]=2)=[CH:12][CH:11]=1. (2) Given the product [Cl:1][C:2]1[CH:3]=[C:4]([N:8]2[CH:12]=[C:11]([C:13]([OH:15])=[O:17])[CH:10]=[N:9]2)[CH:5]=[CH:6][CH:7]=1, predict the reactants needed to synthesize it. The reactants are: [Cl:1][C:2]1[CH:3]=[C:4]([N:8]2[CH:12]=[C:11]([C:13](=[O:15])C)[CH:10]=[N:9]2)[CH:5]=[CH:6][CH:7]=1.C[OH:17]. (3) Given the product [Br:11][C:12]1[CH:13]=[N:14][C:15]([NH:1][C:2]2[CH:7]=[CH:6][C:5]([CH2:8][CH2:9][OH:10])=[CH:4][CH:3]=2)=[N:16][CH:17]=1, predict the reactants needed to synthesize it. The reactants are: [NH2:1][C:2]1[CH:7]=[CH:6][C:5]([CH2:8][CH2:9][OH:10])=[CH:4][CH:3]=1.[Br:11][C:12]1[CH:13]=[N:14][C:15](Cl)=[N:16][CH:17]=1.[I-].[Na+].C(N(C(C)C)CC)(C)C. (4) Given the product [Cl:1][C:2]1[C:8]([F:9])=[C:7]([C:10]([F:13])([F:12])[F:11])[CH:6]=[C:4]([I:18])[CH:3]=1, predict the reactants needed to synthesize it. The reactants are: [Cl:1][C:2]1[CH:3]=[C:4]([CH:6]=[C:7]([C:10]([F:13])([F:12])[F:11])[C:8]=1[F:9])N.N([O-])=O.[Na+].[I-:18].[K+].